From a dataset of Reaction yield outcomes from USPTO patents with 853,638 reactions. Predict the reaction yield, written as a fraction of the theoretical maximum amount of product (1.0 means a 100% yield; for example, 0.34 means a 34% yield). (1) The reactants are C(OC([N:8]1[CH2:12][CH2:11][CH:10]([C:13]2[CH:18]=[CH:17][C:16]([NH:19][C:20]([NH:22][C:23]3[CH:28]=[CH:27][C:26]([Cl:29])=[CH:25][N:24]=3)=[O:21])=[CH:15][CH:14]=2)[CH2:9]1)=O)(C)(C)C.Cl. The product is [ClH:29].[Cl:29][C:26]1[CH:27]=[CH:28][C:23]([NH:22][C:20]([NH:19][C:16]2[CH:17]=[CH:18][C:13]([CH:10]3[CH2:11][CH2:12][NH:8][CH2:9]3)=[CH:14][CH:15]=2)=[O:21])=[N:24][CH:25]=1. The catalyst is C1COCC1.O1CCOCC1. The yield is 0.940. (2) The reactants are [O:1]=[C:2]1[CH2:6][S:5][C:4](=[S:7])[N:3]1[C:8]1[CH:16]=[CH:15][C:11]([C:12]([OH:14])=[O:13])=[CH:10][CH:9]=1.N1CCCCC1.[CH:23](=O)[CH:24]=[CH:25][C:26]1[CH:31]=[CH:30][CH:29]=[CH:28][CH:27]=1. The catalyst is C(O)C. The product is [O:1]=[C:2]1[C:6](=[CH:23][CH:24]=[CH:25][C:26]2[CH:31]=[CH:30][CH:29]=[CH:28][CH:27]=2)[S:5][C:4](=[S:7])[N:3]1[C:8]1[CH:9]=[CH:10][C:11]([C:12]([OH:14])=[O:13])=[CH:15][CH:16]=1. The yield is 0.270. (3) The reactants are O1CCCC1.CS(C)=O.[O:10]1[CH2:14][CH2:13][CH2:12][CH:11]1[CH2:15][CH2:16][C:17]1[CH:22]=[CH:21][C:20](/[CH:23]=[CH:24]/[N+:25]([O-:27])=[O:26])=[CH:19][CH:18]=1.C(O)(=O)C.[BH4-].[Na+]. The catalyst is O. The product is [O:10]1[CH2:14][CH2:13][CH2:12][CH:11]1[CH2:15][CH2:16][C:17]1[CH:22]=[CH:21][C:20]([CH2:23][CH2:24][N+:25]([O-:27])=[O:26])=[CH:19][CH:18]=1. The yield is 0.650. (4) The reactants are [CH2:1]([O:8][C:9]1[C:10](=[O:28])[NH:11][CH:12]=[C:13]([C:16]2[CH:17]=[C:18]([C:22]3[CH:27]=[CH:26][CH:25]=[CH:24][CH:23]=3)[CH:19]=[CH:20][CH:21]=2)[C:14]=1[F:15])[C:2]1[CH:7]=[CH:6][CH:5]=[CH:4][CH:3]=1.[C:29]([O-])([O-])=O.[Cs+].[Cs+].CI. The catalyst is CN(C=O)C. The product is [CH2:1]([O:8][C:9]1[C:10](=[O:28])[N:11]([CH3:29])[CH:12]=[C:13]([C:16]2[CH:17]=[C:18]([C:22]3[CH:27]=[CH:26][CH:25]=[CH:24][CH:23]=3)[CH:19]=[CH:20][CH:21]=2)[C:14]=1[F:15])[C:2]1[CH:7]=[CH:6][CH:5]=[CH:4][CH:3]=1. The yield is 0.880. (5) The reactants are F[C:2]1[CH:7]=[C:6]([C:8]([F:11])([F:10])[F:9])[C:5]([NH:12][C:13](=[O:15])[CH3:14])=[C:4]([N+:16]([O-:18])=[O:17])[CH:3]=1.C([O-])([O-])=O.[Cs+].[Cs+].[OH:25][C:26]1[CH:33]=[CH:32][C:29]([CH:30]=[O:31])=[CH:28][CH:27]=1.O. The catalyst is CS(C)=O. The product is [CH:30]([C:29]1[CH:32]=[CH:33][C:26]([O:25][C:2]2[CH:7]=[C:6]([C:8]([F:11])([F:10])[F:9])[C:5]([NH:12][C:13](=[O:15])[CH3:14])=[C:4]([N+:16]([O-:18])=[O:17])[CH:3]=2)=[CH:27][CH:28]=1)=[O:31]. The yield is 0.440. (6) The reactants are [Br:1][C:2]1[CH:3]=[CH:4][C:5]2[O:9][C:8](=[S:10])[NH:7][C:6]=2[CH:11]=1.[C:12](=O)([O-])[O-].[K+].[K+].IC. The catalyst is CN(C=O)C.O. The product is [Br:1][C:2]1[CH:3]=[CH:4][C:5]2[O:9][C:8]([S:10][CH3:12])=[N:7][C:6]=2[CH:11]=1. The yield is 0.960. (7) The reactants are [CH2:1]([C:8]1[CH:13]=[CH:12][C:11]([NH:14][C:15]2[C:24]3[C:19](=[CH:20][CH:21]=[C:22]([Cl:25])[CH:23]=3)[N:18]=[CH:17][C:16]=2[C:26](OCC)=[O:27])=[CH:10][CH:9]=1)[C:2]1[CH:7]=[CH:6][CH:5]=[CH:4][CH:3]=1.[H-].[Al+3].[Li+].[H-].[H-].[H-].O. The catalyst is C1COCC1.CCO. The product is [CH2:1]([C:8]1[CH:9]=[CH:10][C:11]([NH:14][C:15]2[C:24]3[C:19](=[CH:20][CH:21]=[C:22]([Cl:25])[CH:23]=3)[N:18]=[CH:17][C:16]=2[CH2:26][OH:27])=[CH:12][CH:13]=1)[C:2]1[CH:7]=[CH:6][CH:5]=[CH:4][CH:3]=1. The yield is 0.880. (8) The reactants are [Si:1]([O:8][CH2:9][CH:10](O)[CH2:11][C:12]1[CH:20]=[CH:19][C:18]2[CH2:17][CH2:16][CH2:15][C:14]=2[C:13]=1[OH:21])([C:4]([CH3:7])([CH3:6])[CH3:5])([CH3:3])[CH3:2].C1(P(C2C=CC=CC=2)C2C=CC=CC=2)C=CC=CC=1.CCOC(/N=N/C(OCC)=O)=O. The catalyst is O1CCCC1. The product is [C:4]([Si:1]([CH3:2])([CH3:3])[O:8][CH2:9][CH:10]1[O:21][C:13]2[C:14]3[CH2:15][CH2:16][CH2:17][C:18]=3[CH:19]=[CH:20][C:12]=2[CH2:11]1)([CH3:5])([CH3:7])[CH3:6]. The yield is 0.460.